This data is from Full USPTO retrosynthesis dataset with 1.9M reactions from patents (1976-2016). The task is: Predict the reactants needed to synthesize the given product. (1) Given the product [F:20][C:18]([F:21])([F:19])[C:15]1[N:14]=[CH:13][C:12]([O:11][C:6]2[CH:5]=[CH:4][C:3]([CH2:2][O:1][C:23]3[CH:35]=[C:27]4[N:28]([CH3:34])[C:29]([CH3:33])([CH3:32])[CH2:30][CH2:31][N:26]4[C:25](=[O:36])[N:24]=3)=[CH:10][C:7]=2[C:8]#[N:9])=[CH:17][CH:16]=1, predict the reactants needed to synthesize it. The reactants are: [OH:1][CH2:2][C:3]1[CH:4]=[CH:5][C:6]([O:11][C:12]2[CH:13]=[N:14][C:15]([C:18]([F:21])([F:20])[F:19])=[CH:16][CH:17]=2)=[C:7]([CH:10]=1)[C:8]#[N:9].Cl[C:23]1[CH:35]=[C:27]2[N:28]([CH3:34])[C:29]([CH3:33])([CH3:32])[CH2:30][CH2:31][N:26]2[C:25](=[O:36])[N:24]=1. (2) Given the product [NH2:1][C:2]1[N:7]=[CH:6][C:5]([C:8]2[N:13]=[C:12]([N:35]3[CH2:36][CH:37]4[CH2:39][CH:34]3[CH2:38]4)[N:11]=[C:10]([N:15]3[CH2:20][C@@H:19]4[CH2:21][C@H:16]3[CH2:17][N:18]4[C:22]([O:24][C:25]([CH3:28])([CH3:27])[CH3:26])=[O:23])[CH:9]=2)=[CH:4][C:3]=1[C:29]([F:32])([F:31])[F:30], predict the reactants needed to synthesize it. The reactants are: [NH2:1][C:2]1[N:7]=[CH:6][C:5]([C:8]2[N:13]=[C:12](Cl)[N:11]=[C:10]([N:15]3[CH2:20][C@@H:19]4[CH2:21][C@H:16]3[CH2:17][N:18]4[C:22]([O:24][C:25]([CH3:28])([CH3:27])[CH3:26])=[O:23])[CH:9]=2)=[CH:4][C:3]=1[C:29]([F:32])([F:31])[F:30].Cl.[CH:34]12[CH2:39][CH:37]([CH2:38]1)[CH2:36][NH:35]2.C(=O)([O-])[O-].[K+].[K+].O.